Dataset: NCI-60 drug combinations with 297,098 pairs across 59 cell lines. Task: Regression. Given two drug SMILES strings and cell line genomic features, predict the synergy score measuring deviation from expected non-interaction effect. Synergy scores: CSS=53.7, Synergy_ZIP=-0.933, Synergy_Bliss=-0.439, Synergy_Loewe=-0.270, Synergy_HSA=2.19. Cell line: SF-539. Drug 1: COC1=CC(=CC(=C1O)OC)C2C3C(COC3=O)C(C4=CC5=C(C=C24)OCO5)OC6C(C(C7C(O6)COC(O7)C8=CC=CS8)O)O. Drug 2: CC1C(C(CC(O1)OC2CC(CC3=C2C(=C4C(=C3O)C(=O)C5=C(C4=O)C(=CC=C5)OC)O)(C(=O)C)O)N)O.Cl.